This data is from Reaction yield outcomes from USPTO patents with 853,638 reactions. The task is: Predict the reaction yield, written as a fraction of the theoretical maximum amount of product (1.0 means a 100% yield; for example, 0.34 means a 34% yield). (1) The yield is 0.560. The product is [O:48]=[C:33]1[CH:34]=[C:35]([NH:38][C:39](=[O:47])[CH2:40][C:41]2[CH:46]=[CH:45][CH:44]=[CH:43][CH:42]=2)[CH:36]=[CH:37][N:32]1[CH2:31][CH2:30][CH2:29][CH2:28][N:25]1[CH:3]=[C:2]([CH2:1][NH:4][C:5](=[O:11])[O:6][C:7]([CH3:8])([CH3:10])[CH3:9])[N:27]=[N:26]1. The reactants are [CH2:1]([NH:4][C:5](=[O:11])[O:6][C:7]([CH3:10])([CH3:9])[CH3:8])[C:2]#[CH:3].CCN(C(C)C)C(C)C.CC(O)=O.[N:25]([CH2:28][CH2:29][CH2:30][CH2:31][N:32]1[CH:37]=[CH:36][C:35]([NH:38][C:39](=[O:47])[CH2:40][C:41]2[CH:46]=[CH:45][CH:44]=[CH:43][CH:42]=2)=[CH:34][C:33]1=[O:48])=[N+:26]=[N-:27]. The catalyst is C(Cl)Cl.[Cu]I. (2) The reactants are [CH3:1][C:2]1[C:10]2[C:9]([OH:11])=[CH:8][CH:7]=[CH:6][C:5]=2[NH:4][N:3]=1.N1C=CN=C1.[C:17]([Si:21]([CH3:24])([CH3:23])Cl)([CH3:20])([CH3:19])[CH3:18].O. The catalyst is CN(C)C=O. The product is [C:17]([Si:21]([CH3:24])([CH3:23])[O:11][C:9]1[CH:8]=[CH:7][CH:6]=[C:5]2[C:10]=1[C:2]([CH3:1])=[N:3][NH:4]2)([CH3:20])([CH3:19])[CH3:18]. The yield is 0.890. (3) The reactants are Br[C:2]1[S:6][C:5]([C:7]([N:9]2[CH2:14][CH2:13][N:12]([NH:15][C:16]([C:18]3[C:22]([O:23][CH3:24])=[C:21]([C:25]4[CH:30]=[CH:29][C:28]([Cl:31])=[CH:27][CH:26]=4)[N:20]([C:32]4[CH:37]=[CH:36][CH:35]=[CH:34][C:33]=4[Cl:38])[N:19]=3)=[O:17])[CH2:11][CH2:10]2)=[O:8])=[CH:4][CH:3]=1.O.C(OCC)(=O)C.[CH3:46][N:47](C)C=O. The catalyst is [C-]#N.[Zn+2].[C-]#N.C1C=CC(/C=C/C(/C=C/C2C=CC=CC=2)=O)=CC=1.C1C=CC(/C=C/C(/C=C/C2C=CC=CC=2)=O)=CC=1.C1C=CC(/C=C/C(/C=C/C2C=CC=CC=2)=O)=CC=1.[Pd].[Pd].C1(P(C2C=CC=CC=2)[C-]2C=CC=C2)C=CC=CC=1.[C-]1(P(C2C=CC=CC=2)C2C=CC=CC=2)C=CC=C1.[Fe+2]. The product is [C:46]([C:2]1[S:6][C:5]([C:7]([N:9]2[CH2:10][CH2:11][N:12]([NH:15][C:16]([C:18]3[C:22]([O:23][CH3:24])=[C:21]([C:25]4[CH:26]=[CH:27][C:28]([Cl:31])=[CH:29][CH:30]=4)[N:20]([C:32]4[CH:37]=[CH:36][CH:35]=[CH:34][C:33]=4[Cl:38])[N:19]=3)=[O:17])[CH2:13][CH2:14]2)=[O:8])=[CH:4][CH:3]=1)#[N:47]. The yield is 0.830. (4) The reactants are [F:1][C:2]1[C:7]([CH:8]=[O:9])=[C:6]([O:10]C)[C:5]([O:12]C)=[CH:4][CH:3]=1.B(Br)(Br)Br.Cl. The catalyst is ClCCl. The product is [F:1][C:2]1[C:7]([CH:8]=[O:9])=[C:6]([OH:10])[C:5]([OH:12])=[CH:4][CH:3]=1. The yield is 0.640. (5) The reactants are [C:1]([O:5][C:6](=[O:22])[NH:7][C:8]1[CH:13]=[CH:12][CH:11]=[C:10]([NH:14][CH:15]2[CH2:20][CH2:19][N:18]([CH3:21])[CH2:17][CH2:16]2)[CH:9]=1)([CH3:4])([CH3:3])[CH3:2].C=O.[C:25](O)(=O)C.C([BH3-])#N.[Na+]. The catalyst is CO. The product is [C:1]([O:5][C:6](=[O:22])[NH:7][C:8]1[CH:13]=[CH:12][CH:11]=[C:10]([N:14]([CH3:25])[CH:15]2[CH2:20][CH2:19][N:18]([CH3:21])[CH2:17][CH2:16]2)[CH:9]=1)([CH3:4])([CH3:3])[CH3:2]. The yield is 0.820. (6) The reactants are [CH:1]1([C:4]2[CH:9]=[CH:8][N:7]=[CH:6][C:5]=2[N:10]2[CH2:14][CH2:13][NH:12][C:11]2=[O:15])[CH2:3][CH2:2]1.Br[C:17]1[CH:22]=[CH:21][N:20]=[C:19]([O:23][CH3:24])[CH:18]=1.CN[C@@H]1CCCC[C@H]1NC.P([O-])([O-])([O-])=O.[K+].[K+].[K+]. The catalyst is [Cu](I)I.O1CCOCC1. The product is [CH:1]1([C:4]2[CH:9]=[CH:8][N:7]=[CH:6][C:5]=2[N:10]2[CH2:14][CH2:13][N:12]([C:17]3[CH:22]=[CH:21][N:20]=[C:19]([O:23][CH3:24])[CH:18]=3)[C:11]2=[O:15])[CH2:3][CH2:2]1. The yield is 0.520. (7) The reactants are [N:1]([C:4]1[N:8]([C:9]2[CH:14]=[CH:13][CH:12]=[CH:11][CH:10]=2)[NH:7][C:6](=[O:15])[C:5]=1[CH3:16])=[C:2]=[O:3].[CH:17]1([C:21]2[CH:26]=[CH:25][C:24]([CH2:27][O:28][CH3:29])=[CH:23][C:22]=2[CH2:30][NH2:31])[CH2:20][CH2:19][CH2:18]1. No catalyst specified. The product is [CH:17]1([C:21]2[CH:26]=[CH:25][C:24]([CH2:27][O:28][CH3:29])=[CH:23][C:22]=2[CH2:30][NH:31][C:2]([NH:1][C:4]2[N:8]([C:9]3[CH:10]=[CH:11][CH:12]=[CH:13][CH:14]=3)[NH:7][C:6](=[O:15])[C:5]=2[CH3:16])=[O:3])[CH2:18][CH2:19][CH2:20]1. The yield is 0.0300.